Task: Predict the reaction yield, written as a fraction of the theoretical maximum amount of product (1.0 means a 100% yield; for example, 0.34 means a 34% yield).. Dataset: Reaction yield outcomes from USPTO patents with 853,638 reactions (1) The product is [F:1][C:2]1[CH:7]=[CH:6][C:5]([CH2:8][C:9]2[NH:39][N:38]=[C:11]([C:13]3[N:14]=[CH:15][N:16]([C:18]([C:31]4[CH:36]=[CH:35][CH:34]=[CH:33][CH:32]=4)([C:25]4[CH:30]=[CH:29][CH:28]=[CH:27][CH:26]=4)[C:19]4[CH:24]=[CH:23][CH:22]=[CH:21][CH:20]=4)[CH:17]=3)[CH:10]=2)=[CH:4][CH:3]=1. The reactants are [F:1][C:2]1[CH:7]=[CH:6][C:5]([CH2:8][C:9](=O)[CH2:10][C:11]([C:13]2[N:14]=[CH:15][N:16]([C:18]([C:31]3[CH:36]=[CH:35][CH:34]=[CH:33][CH:32]=3)([C:25]3[CH:30]=[CH:29][CH:28]=[CH:27][CH:26]=3)[C:19]3[CH:24]=[CH:23][CH:22]=[CH:21][CH:20]=3)[CH:17]=2)=O)=[CH:4][CH:3]=1.[NH2:38][NH2:39].O. The yield is 0.730. The catalyst is CCO.CC(O)=O. (2) The reactants are [Cl:1][C:2]1[CH:13]=[CH:12][C:5]2[NH:6][C:7](=[O:11])[O:8][C:9](=[O:10])[C:4]=2[CH:3]=1.[H-].[Na+].[F:16][C:17]1[CH:24]=[CH:23][C:20]([CH2:21]Br)=[CH:19][CH:18]=1. The catalyst is CN(C=O)C. The product is [Cl:1][C:2]1[CH:13]=[CH:12][C:5]2[N:6]([CH2:21][C:20]3[CH:23]=[CH:24][C:17]([F:16])=[CH:18][CH:19]=3)[C:7](=[O:11])[O:8][C:9](=[O:10])[C:4]=2[CH:3]=1. The yield is 0.960. (3) The product is [Cl:12][C:10]1[CH:9]=[CH:8][C:6]2[N:7]=[C:3]([CH2:2][P:16](=[O:20])([O:17][CH2:18][CH3:19])[O:15][CH2:13][CH3:14])[S:4][C:5]=2[CH:11]=1. The catalyst is C1(C)C=CC=CC=1. The reactants are Br[CH2:2][C:3]1[S:4][C:5]2[CH:11]=[C:10]([Cl:12])[CH:9]=[CH:8][C:6]=2[N:7]=1.[CH2:13]([O:15][P:16]([O:20]CC)[O:17][CH2:18][CH3:19])[CH3:14]. The yield is 0.760. (4) The reactants are [Br:1][C:2]1[C:3](F)=[C:4]2[C:10]([NH:11][C:12](=[O:21])[C:13]3[CH:18]=[CH:17][CH:16]=[C:15]([O:19][CH3:20])[CH:14]=3)=[CH:9][NH:8][C:5]2=[N:6][CH:7]=1.[NH:23]1[CH2:28][CH2:27][CH2:26][C@@H:25]([NH:29][C:30](=[O:36])[O:31][C:32]([CH3:35])([CH3:34])[CH3:33])[CH2:24]1.CC#N.O. The catalyst is CCCCO. The product is [Br:1][C:2]1[C:3]([N:23]2[CH2:28][CH2:27][CH2:26][C@@H:25]([NH:29][C:30](=[O:36])[O:31][C:32]([CH3:34])([CH3:33])[CH3:35])[CH2:24]2)=[C:4]2[C:10]([NH:11][C:12](=[O:21])[C:13]3[CH:18]=[CH:17][CH:16]=[C:15]([O:19][CH3:20])[CH:14]=3)=[CH:9][NH:8][C:5]2=[N:6][CH:7]=1. The yield is 0.740. (5) The reactants are [C:1]([O-:4])(=[O:3])[CH3:2].[Na+].Cl[CH2:7][Si:8]([O:11][CH3:12])([CH3:10])[CH3:9]. The catalyst is [Br-].C([P+](CCCC)(CCCC)CCCC)CCC. The product is [C:1]([O:4][CH2:7][Si:8]([O:11][CH3:12])([CH3:10])[CH3:9])(=[O:3])[CH3:2]. The yield is 0.990. (6) The reactants are [O:1]1[CH:5]=[CH:4][C:3]([C:6]2[N:7]=[C:8](/[CH:12]=[CH:13]/[C:14]3[N:24]=[C:17]4[C:18]([CH3:23])=[N:19][CH:20]=[C:21]([CH3:22])[N:16]4[N:15]=3)[N:9]([CH3:11])[CH:10]=2)=[CH:2]1. The catalyst is CN(C=O)C. The product is [O:1]1[CH:5]=[CH:4][C:3]([C:6]2[N:7]=[C:8]([CH2:12][CH2:13][C:14]3[N:24]=[C:17]4[C:18]([CH3:23])=[N:19][CH:20]=[C:21]([CH3:22])[N:16]4[N:15]=3)[N:9]([CH3:11])[CH:10]=2)=[CH:2]1. The yield is 0.740. (7) The reactants are CS([O:5][CH2:6][CH2:7][O:8][CH2:9][CH2:10][O:11][CH2:12][CH2:13][N:14]=[N+:15]=[N-:16])(=O)=O.C([O-])([O-])=O.[Na+].[Na+].O[C:24]1[CH:33]=[CH:32][C:31]2[C:26](=[CH:27][CH:28]=[CH:29][CH:30]=2)[N:25]=1.CN(C=O)C. The catalyst is O. The product is [N:14]([CH2:13][CH2:12][O:11][CH2:10][CH2:9][O:8][CH2:7][CH2:6][O:5][C:27]1[CH:28]=[CH:29][CH:30]=[C:31]2[C:26]=1[N:25]=[CH:24][CH:33]=[CH:32]2)=[N+:15]=[N-:16]. The yield is 0.660. (8) The reactants are [N+:1]([C:4]1[CH:9]=[CH:8][C:7]([C:10]2[S:11][C:12]3[CH:18]=[C:17]([CH3:19])[CH:16]=[C:15]([O:20][S:21]([OH:24])(=[O:23])=[O:22])[C:13]=3[N:14]=2)=[CH:6][CH:5]=1)([O-])=O.O.O.Cl[Sn]Cl. The catalyst is C(O)C. The product is [NH2:1][C:4]1[CH:9]=[CH:8][C:7]([C:10]2[S:11][C:12]3[CH:18]=[C:17]([CH3:19])[CH:16]=[C:15]([O:20][S:21]([OH:24])(=[O:23])=[O:22])[C:13]=3[N:14]=2)=[CH:6][CH:5]=1. The yield is 0.650.